Task: Binary Classification. Given a drug SMILES string, predict its activity (active/inactive) in a high-throughput screening assay against a specified biological target.. Dataset: Kir2.1 potassium channel HTS with 301,493 compounds (1) The drug is O1\C(=N/CC2CC2)C2(N(C(=O)C(=C3C2C2C(CC3)C(=O)N(C2=O)c2ccccc2)CC)C1=O)C. The result is 0 (inactive). (2) The compound is S=C(N(CCC(C)C)c1c(n(Cc2ccccc2)c(=O)[nH]c1=O)N)NC(=O)c1ccc(OC)cc1. The result is 0 (inactive). (3) The result is 0 (inactive). The compound is O=C(N1CCNCC1)c1cc(c2nnn(C(Cc3ccc(O)cc3)C(OC)=O)c2)cc(c1)c1nnn(c1)C(CO)C(OC)=O. (4) The drug is OCCN1CCN(CC1)c1ncnc2n(cc(c12)c1ccccc1)c1ccc(OC)cc1. The result is 0 (inactive).